Dataset: Forward reaction prediction with 1.9M reactions from USPTO patents (1976-2016). Task: Predict the product of the given reaction. (1) Given the reactants [Br:1][C:2]1[C:7]([OH:8])=[C:6]([NH:9][C:10](=O)[C:11]([CH3:14])([CH3:13])[CH3:12])[C:5]([C:16]#[N:17])=[C:4]([CH3:18])[C:3]=1[C:19]1[CH:24]=[CH:23][CH:22]=[C:21]([N+:25]([O-:27])=[O:26])[CH:20]=1.O.C1(C)C=CC(S(O)(=O)=O)=CC=1.C1(C)C=CC=CC=1, predict the reaction product. The product is: [Br:1][C:2]1[C:3]([C:19]2[CH:24]=[CH:23][CH:22]=[C:21]([N+:25]([O-:27])=[O:26])[CH:20]=2)=[C:4]([CH3:18])[C:5]([C:16]#[N:17])=[C:6]2[C:7]=1[O:8][C:10]([C:11]([CH3:12])([CH3:14])[CH3:13])=[N:9]2. (2) Given the reactants [CH3:1][O:2][C:3]1[CH:19]=[C:18]([NH:20][CH3:21])[C:17]([N+:22]([O-])=O)=[CH:16][C:4]=1[O:5][C:6]1[CH:11]=[CH:10][N:9]=[C:8]([C:12]([NH:14][CH3:15])=[O:13])[CH:7]=1, predict the reaction product. The product is: [NH2:22][C:17]1[CH:16]=[C:4]([C:3]([O:2][CH3:1])=[CH:19][C:18]=1[NH:20][CH3:21])[O:5][C:6]1[CH:11]=[CH:10][N:9]=[C:8]([C:12]([NH:14][CH3:15])=[O:13])[CH:7]=1. (3) Given the reactants [CH3:1][N:2]1[C:6]2[CH:7]=[CH:8][CH:9]=[CH:10][C:5]=2[N:4]=[C:3]1[NH2:11].Br[CH2:13][C:14]([C:16]1[CH:21]=[CH:20][C:19]([Br:22])=[CH:18][CH:17]=1)=[O:15].CN(C)C=O.[BH4-].[Na+], predict the reaction product. The product is: [Br:22][C:19]1[CH:20]=[CH:21][C:16]([CH:14]([OH:15])[CH2:13][N:4]2[C:5]3[CH:10]=[CH:9][CH:8]=[CH:7][C:6]=3[N:2]([CH3:1])[C:3]2=[NH:11])=[CH:17][CH:18]=1. (4) Given the reactants [CH2:1]([C:4]1([CH2:25][CH2:26][CH3:27])[C:16]2[CH:15]=[C:14]([C:17]([OH:19])=O)[C:13]([O:20][CH3:21])=[CH:12][C:11]=2[C:10]2[C:5]1=[CH:6][C:7]([C:22](O)=[O:23])=[CH:8][CH:9]=2)[CH2:2][CH3:3].S(Cl)(Cl)=O.[NH2:32][C:33]1[CH:38]=[C:37]([CH3:39])[CH:36]=[CH:35][C:34]=1[OH:40].[NH:41]1[CH2:46][CH2:45][CH2:44][CH2:43][CH2:42]1.[Cl-].[NH+]1C=CC=C[CH:49]=1.[O:54]1CCOC[CH2:55]1, predict the reaction product. The product is: [OH:40][C:34]1[CH:35]=[CH:36][C:37]([CH3:39])=[CH:38][C:33]=1[NH:32][C:17]([C:14]1[C:13]([O:20][CH3:21])=[CH:12][C:11]2[C:10]3[C:5](=[CH:6][C:7]([C:22]([NH:41][C:46]4[CH:45]=[C:44]([CH3:49])[CH:43]=[CH:42][C:55]=4[OH:54])=[O:23])=[CH:8][CH:9]=3)[C:4]([CH2:25][CH2:26][CH3:27])([CH2:1][CH2:2][CH3:3])[C:16]=2[CH:15]=1)=[O:19].